This data is from NCI-60 drug combinations with 297,098 pairs across 59 cell lines. The task is: Regression. Given two drug SMILES strings and cell line genomic features, predict the synergy score measuring deviation from expected non-interaction effect. (1) Drug 1: CC1=CC=C(C=C1)C2=CC(=NN2C3=CC=C(C=C3)S(=O)(=O)N)C(F)(F)F. Drug 2: CC1CCC2CC(C(=CC=CC=CC(CC(C(=O)C(C(C(=CC(C(=O)CC(OC(=O)C3CCCCN3C(=O)C(=O)C1(O2)O)C(C)CC4CCC(C(C4)OC)O)C)C)O)OC)C)C)C)OC. Cell line: HS 578T. Synergy scores: CSS=25.0, Synergy_ZIP=2.41, Synergy_Bliss=6.14, Synergy_Loewe=11.1, Synergy_HSA=9.20. (2) Drug 1: COC1=CC(=CC(=C1O)OC)C2C3C(COC3=O)C(C4=CC5=C(C=C24)OCO5)OC6C(C(C7C(O6)COC(O7)C8=CC=CS8)O)O. Drug 2: C1CC(=O)NC(=O)C1N2C(=O)C3=CC=CC=C3C2=O. Cell line: T-47D. Synergy scores: CSS=39.5, Synergy_ZIP=-2.38, Synergy_Bliss=2.41, Synergy_Loewe=-38.0, Synergy_HSA=3.35.